This data is from KCNQ2 potassium channel screen with 302,405 compounds. The task is: Binary Classification. Given a drug SMILES string, predict its activity (active/inactive) in a high-throughput screening assay against a specified biological target. (1) The molecule is S(=O)(=O)(N1CC(CCC1)C(=O)Nc1ccc(cc1)CC)c1c([nH]c(=O)[nH]c1=O)C. The result is 0 (inactive). (2) The molecule is S(=O)(=O)(NCc1ccc(OC)cc1)CCNC(=O)c1ccc(OC)cc1. The result is 0 (inactive).